Dataset: Catalyst prediction with 721,799 reactions and 888 catalyst types from USPTO. Task: Predict which catalyst facilitates the given reaction. Product: [NH2:6][C:7]1[C:16]([O:17][CH3:18])=[N:15][C:14]2[C:9](=[CH:10][CH:11]=[C:12]([F:19])[CH:13]=2)[N:8]=1. Reactant: COC1C=C(OC)C=CC=1C[NH:6][C:7]1[C:16]([O:17][CH3:18])=[N:15][C:14]2[C:9](=[CH:10][CH:11]=[C:12]([F:19])[CH:13]=2)[N:8]=1.FC(F)(F)C(O)=O. The catalyst class is: 4.